Task: Predict the product of the given reaction.. Dataset: Forward reaction prediction with 1.9M reactions from USPTO patents (1976-2016) (1) Given the reactants [OH:1][C@@H:2]1[C:10]2[C:5](=[CH:6][CH:7]=[CH:8][CH:9]=2)[CH2:4][C@@:3]1([CH2:20][C:21]1[CH:29]=[CH:28][C:24]([C:25]([OH:27])=O)=[CH:23][CH:22]=1)[C:11]1[CH2:12][C:13]2[C:18]([CH:19]=1)=[CH:17][CH:16]=[CH:15][CH:14]=2.CCN(CC)CC.[NH2:37][CH2:38][CH2:39][OH:40].C(P1(=O)OP(CCC)(=O)OP(CCC)(=O)O1)CC, predict the reaction product. The product is: [OH:1][C@@H:2]1[C:10]2[C:5](=[CH:6][CH:7]=[CH:8][CH:9]=2)[CH2:4][C@@:3]1([CH2:20][C:21]1[CH:29]=[CH:28][C:24]([C:25]([NH:37][CH2:38][CH2:39][OH:40])=[O:27])=[CH:23][CH:22]=1)[C:11]1[CH2:12][C:13]2[C:18]([CH:19]=1)=[CH:17][CH:16]=[CH:15][CH:14]=2. (2) Given the reactants C([O:5][C:6](=[O:18])[CH2:7][CH2:8][CH2:9][CH2:10][NH:11][C:12]1[N:17]=[CH:16][CH:15]=[CH:14][N:13]=1)(C)(C)C.[F:19][C:20]([F:25])([F:24])[C:21]([OH:23])=[O:22], predict the reaction product. The product is: [F:19][C:20]([F:25])([F:24])[C:21]([OH:23])=[O:22].[N:13]1[CH:14]=[CH:15][CH:16]=[N:17][C:12]=1[NH:11][CH2:10][CH2:9][CH2:8][CH2:7][C:6]([OH:18])=[O:5].